Dataset: Reaction yield outcomes from USPTO patents with 853,638 reactions. Task: Predict the reaction yield, written as a fraction of the theoretical maximum amount of product (1.0 means a 100% yield; for example, 0.34 means a 34% yield). (1) The reactants are [F:1][C:2]1[CH:7]=[CH:6][C:5]([N:8]2[C:16]3[C:11](=[CH:12][C:13]([CH:17]([C:19]4[CH:24]=[CH:23][CH:22]=[CH:21][CH:20]=4)O)=[CH:14][CH:15]=3)[CH:10]=[N:9]2)=[CH:4][CH:3]=1.[CH3:25][O:26][C:27]([O:32][Si](C)(C)C)=[CH:28][CH2:29][CH2:30][CH3:31]. The catalyst is C(Cl)Cl.Cl[Ti](Cl)(Cl)Cl. The product is [F:1][C:2]1[CH:7]=[CH:6][C:5]([N:8]2[C:16]3[C:11](=[CH:12][C:13]([CH:17]([C:19]4[CH:24]=[CH:23][CH:22]=[CH:21][CH:20]=4)[CH:28]([CH2:29][CH2:30][CH3:31])[C:27]([O:26][CH3:25])=[O:32])=[CH:14][CH:15]=3)[CH:10]=[N:9]2)=[CH:4][CH:3]=1. The yield is 0.770. (2) The reactants are [C:1]([C:3]1[N:4]=[C:5]([C:32]2[C:37]([F:38])=[CH:36][CH:35]=[CH:34][C:33]=2[F:39])[O:6][C:7]=1[NH:8][C:9]1[CH:31]=[CH:30][C:12]([C:13]([NH:15][CH2:16][CH:17]2[CH2:22][CH2:21][N:20](C(OC(C)(C)C)=O)[CH2:19][CH2:18]2)=[O:14])=[CH:11][CH:10]=1)#[N:2].C(=O)(O)[O-:41].[Na+].[OH-].[Na+]. The catalyst is S(=O)(=O)(O)O. The product is [NH:20]1[CH2:19][CH2:18][CH:17]([CH2:16][NH:15][C:13]([C:12]2[CH:30]=[CH:31][C:9]([NH:8][C:7]3[O:6][C:5]([C:32]4[C:37]([F:38])=[CH:36][CH:35]=[CH:34][C:33]=4[F:39])=[N:4][C:3]=3[C:1]([NH2:2])=[O:41])=[CH:10][CH:11]=2)=[O:14])[CH2:22][CH2:21]1. The yield is 0.140. (3) The reactants are Br[C:2]1[CH:7]=[CH:6][C:5]([C:8]2[N:12]=[CH:11][N:10]([C:13]3[CH:18]=[CH:17][C:16]([O:19][C:20]([F:23])([F:22])[F:21])=[CH:15][CH:14]=3)[N:9]=2)=[CH:4][CH:3]=1.[C:24]([O:28][C:29]([NH:31][CH2:32][CH2:33][B-](F)(F)F)=[O:30])([CH3:27])([CH3:26])[CH3:25].[K+].C(=O)([O-])[O-].[Cs+].[Cs+].C1(P(C2CCCCC2)C2C=CC=CC=2C2C(OC(C)C)=CC=CC=2OC(C)C)CCCCC1. The catalyst is C1(C)C=CC=CC=1.O.C(OCC)C.C([O-])(=O)C.[Pd+2].C([O-])(=O)C. The product is [F:21][C:20]([F:23])([F:22])[O:19][C:16]1[CH:17]=[CH:18][C:13]([N:10]2[CH:11]=[N:12][C:8]([C:5]3[CH:6]=[CH:7][C:2]([CH2:33][CH2:32][NH:31][C:29](=[O:30])[O:28][C:24]([CH3:27])([CH3:26])[CH3:25])=[CH:3][CH:4]=3)=[N:9]2)=[CH:14][CH:15]=1. The yield is 0.630.